Task: Predict the product of the given reaction.. Dataset: Forward reaction prediction with 1.9M reactions from USPTO patents (1976-2016) (1) Given the reactants C(NC(C)C)(C)C.C([Li])CCC.[C:13]1(=[O:26])[C:21]2[CH:20]3[CH2:22][CH2:23][CH2:24][CH2:25][CH:19]3[O:18][C:17]=2[CH2:16][CH2:15][CH2:14]1.[C:27](=O)([O:30]C)[O:28][CH3:29], predict the reaction product. The product is: [O:26]=[C:13]1[C:21]2[CH:20]3[CH2:22][CH2:23][CH2:24][CH2:25][CH:19]3[O:18][C:17]=2[CH2:16][CH2:15][CH:14]1[C:27]([O:28][CH3:29])=[O:30]. (2) The product is: [CH3:9][O:8][C:6]1[N:7]=[C:2]([C:31]2[CH:30]=[C:29]([C:26]([CH3:28])([CH3:27])[C:23]([OH:25])=[O:24])[CH:34]=[CH:33][CH:32]=2)[CH:3]=[C:4]([NH:10][CH2:11][CH:12]2[CH2:17][N:16]([CH3:18])[C:15]3[CH:19]=[CH:20][CH:21]=[CH:22][C:14]=3[O:13]2)[N:5]=1. Given the reactants Cl[C:2]1[N:7]=[C:6]([O:8][CH3:9])[N:5]=[C:4]([NH:10][CH2:11][CH:12]2[CH2:17][N:16]([CH3:18])[C:15]3[CH:19]=[CH:20][CH:21]=[CH:22][C:14]=3[O:13]2)[CH:3]=1.[C:23]([C:26]([C:29]1[CH:30]=[C:31](B(O)O)[CH:32]=[CH:33][CH:34]=1)([CH3:28])[CH3:27])([OH:25])=[O:24].C([O-])([O-])=O.[Cs+].[Cs+], predict the reaction product.